The task is: Predict the reaction yield, written as a fraction of the theoretical maximum amount of product (1.0 means a 100% yield; for example, 0.34 means a 34% yield).. This data is from Reaction yield outcomes from USPTO patents with 853,638 reactions. The reactants are [C:1]([O:5][C:6]([N:8]1[CH2:13][CH2:12][CH:11]([CH2:14][CH2:15][OH:16])[CH2:10][CH2:9]1)=[O:7])([CH3:4])([CH3:3])[CH3:2].[H-].[Na+].Cl.[N:20]1[CH:25]=[CH:24][CH:23]=[C:22]([CH2:26]Cl)[CH:21]=1.O. The catalyst is CN(C=O)C.[I-].C([N+](CCCC)(CCCC)CCCC)CCC. The product is [C:1]([O:5][C:6]([N:8]1[CH2:13][CH2:12][CH:11]([CH2:14][CH2:15][O:16][CH2:26][C:22]2[CH:21]=[N:20][CH:25]=[CH:24][CH:23]=2)[CH2:10][CH2:9]1)=[O:7])([CH3:4])([CH3:3])[CH3:2]. The yield is 0.800.